From a dataset of Peptide-MHC class I binding affinity with 185,985 pairs from IEDB/IMGT. Regression. Given a peptide amino acid sequence and an MHC pseudo amino acid sequence, predict their binding affinity value. This is MHC class I binding data. (1) The peptide sequence is NMYSEICYS. The MHC is HLA-A24:03 with pseudo-sequence HLA-A24:03. The binding affinity (normalized) is 0.0847. (2) The peptide sequence is KYTSFPWLL. The MHC is HLA-A23:01 with pseudo-sequence HLA-A23:01. The binding affinity (normalized) is 1.00. (3) The binding affinity (normalized) is 0.0847. The peptide sequence is VRDPKTSEI. The MHC is HLA-A02:01 with pseudo-sequence HLA-A02:01. (4) The peptide sequence is YYCGGLKNVR. The MHC is HLA-A33:01 with pseudo-sequence HLA-A33:01. The binding affinity (normalized) is 0.895.